The task is: Predict the product of the given reaction.. This data is from Forward reaction prediction with 1.9M reactions from USPTO patents (1976-2016). (1) Given the reactants [OH:1][CH:2]1[CH2:6][CH2:5][CH2:4][C:3]1([CH2:12][CH2:13][CH3:14])[C:7]([O:9][CH2:10][CH3:11])=[O:8].C(Cl)Cl.[CH3:18][C:19]1[CH:27]=[CH:26][CH:25]=[CH:24][C:20]=1[C:21](Cl)=[O:22], predict the reaction product. The product is: [CH2:12]([C:3]1([C:7]([O:9][CH2:10][CH3:11])=[O:8])[CH2:4][CH2:5][CH2:6][CH:2]1[O:1][C:21](=[O:22])[C:20]1[CH:24]=[CH:25][CH:26]=[CH:27][C:19]=1[CH3:18])[CH2:13][CH3:14]. (2) The product is: [CH2:8]([OH:36])[CH2:9][CH2:10][CH2:11][CH2:12][CH2:13][CH2:14][CH2:15][CH2:16][CH2:17][CH2:18][CH2:19][CH2:20][CH2:21][CH2:22][CH2:23][CH2:24][CH2:25][CH2:26][CH2:27][CH2:28][CH2:29][CH2:30][CH2:31][CH2:32][CH2:33][CH2:34][CH3:35]. Given the reactants C([CH:8]([OH:36])[CH2:9][CH2:10][CH2:11][CH2:12][CH2:13][CH2:14][CH2:15][CH2:16][CH:17]=[CH:18][CH2:19][CH2:20][CH2:21][CH2:22][CH2:23][CH2:24][CH2:25][CH2:26][CH2:27][CH2:28][CH2:29][CH2:30][CH2:31][CH2:32][CH2:33][CH2:34][CH3:35])C1C=CC=CC=1, predict the reaction product. (3) The product is: [N:3]1[C:8]2[NH:9][CH:10]=[CH:11][C:7]=2[C:6]([N:12]2[CH2:16][CH2:15][C@@H:14]([N:17]([CH3:25])[C:18]3[CH:23]=[CH:22][N:21]=[CH:20][N:19]=3)[CH2:13]2)=[N:5][CH:4]=1. Given the reactants [H][H].[N:3]1[C:8]2[NH:9][CH:10]=[CH:11][C:7]=2[C:6]([N:12]2[CH2:16][CH2:15][C@@H:14]([N:17]([CH3:25])[C:18]3[CH:23]=[CH:22][N:21]=[C:20](Cl)[N:19]=3)[CH2:13]2)=[N:5][CH:4]=1, predict the reaction product. (4) Given the reactants [CH:1](NC(C)C)(C)[CH3:2].C([Li])CCC.C([N-]C(C)C)(C)C.[Li+].[CH:21]1([C:26]([O:28][CH2:29][CH3:30])=[O:27])[CH2:25][CH:24]=[CH:23][CH2:22]1.ICC, predict the reaction product. The product is: [CH2:1]([C:21]1([C:26]([O:28][CH2:29][CH3:30])=[O:27])[CH2:25][CH:24]=[CH:23][CH2:22]1)[CH3:2]. (5) Given the reactants CC1(C=O)CC[C:4]2([O:11][CH2:10][C:9]([CH3:13])([CH3:12])[CH2:8][O:7]2)C1.[C:16]([O-:19])([O-])=O.[K+].[K+].BrCCCCBr.C[C:29]#[N:30], predict the reaction product. The product is: [CH3:4][O:11][CH2:10][C:9]([CH3:12])([CH3:13])[C:8]([N:30]([O:19][CH3:16])[CH3:29])=[O:7]. (6) Given the reactants Br[C:2]1[CH:3]=[C:4]([CH2:8][C:9]([O:11][CH3:12])=[O:10])[CH:5]=[CH:6][CH:7]=1.[B:13]1([B:13]2[O:17][C:16]([CH3:19])([CH3:18])[C:15]([CH3:21])([CH3:20])[O:14]2)[O:17][C:16]([CH3:19])([CH3:18])[C:15]([CH3:21])([CH3:20])[O:14]1.C([O-])(=O)C.[K+], predict the reaction product. The product is: [CH3:20][C:15]1([CH3:21])[C:16]([CH3:19])([CH3:18])[O:17][B:13]([C:2]2[CH:3]=[C:4]([CH2:8][C:9]([O:11][CH3:12])=[O:10])[CH:5]=[CH:6][CH:7]=2)[O:14]1. (7) Given the reactants [F:1][C:2]1([F:29])[CH2:7][CH2:6][N:5]([C:8]([C:10]2[NH:11][C:12]3[C:17]([CH:18]=2)=[CH:16][C:15]([O:19][CH:20]2[CH2:25][CH2:24][N:23]([CH:26]([CH3:28])[CH3:27])[CH2:22][CH2:21]2)=[CH:14][CH:13]=3)=[O:9])[CH2:4][CH2:3]1.[C:30]([C:32]1[CH:37]=[CH:36][C:35](B(O)O)=[CH:34][CH:33]=1)#[N:31], predict the reaction product. The product is: [F:29][C:2]1([F:1])[CH2:7][CH2:6][N:5]([C:8]([C:10]2[N:11]([C:35]3[CH:36]=[CH:37][C:32]([C:30]#[N:31])=[CH:33][CH:34]=3)[C:12]3[C:17]([CH:18]=2)=[CH:16][C:15]([O:19][CH:20]2[CH2:25][CH2:24][N:23]([CH:26]([CH3:27])[CH3:28])[CH2:22][CH2:21]2)=[CH:14][CH:13]=3)=[O:9])[CH2:4][CH2:3]1. (8) Given the reactants [CH3:1][C:2]1([CH3:41])[CH2:7][C:6](=[O:8])[N:5]([CH2:9][CH2:10][C:11]2[CH:16]=[CH:15][C:14]([O:17][C:18]([N:20]3[CH2:25][CH2:24][CH:23]([O:26][C:27]4[CH:32]=[CH:31][C:30]([CH2:33][C:34]([O:36]CC=C)=[O:35])=[CH:29][CH:28]=4)[CH2:22][CH2:21]3)=[O:19])=[CH:13][CH:12]=2)[C:4](=[O:40])[CH2:3]1.N1CCOCC1, predict the reaction product. The product is: [CH3:1][C:2]1([CH3:41])[CH2:7][C:6](=[O:8])[N:5]([CH2:9][CH2:10][C:11]2[CH:12]=[CH:13][C:14]([O:17][C:18]([N:20]3[CH2:21][CH2:22][CH:23]([O:26][C:27]4[CH:28]=[CH:29][C:30]([CH2:33][C:34]([OH:36])=[O:35])=[CH:31][CH:32]=4)[CH2:24][CH2:25]3)=[O:19])=[CH:15][CH:16]=2)[C:4](=[O:40])[CH2:3]1. (9) Given the reactants Cl.[OH:2][CH2:3][C:4]1[N:9]=[C:8]([C:10]([F:13])([F:12])[F:11])[N:7]=[C:6]([NH:14][CH:15]2[CH2:20][CH2:19][N:18](C(OC(C)(C)C)=O)[CH2:17][CH2:16]2)[CH:5]=1, predict the reaction product. The product is: [NH:18]1[CH2:19][CH2:20][CH:15]([NH:14][C:6]2[N:7]=[C:8]([C:10]([F:12])([F:11])[F:13])[N:9]=[C:4]([CH2:3][OH:2])[CH:5]=2)[CH2:16][CH2:17]1.